This data is from Full USPTO retrosynthesis dataset with 1.9M reactions from patents (1976-2016). The task is: Predict the reactants needed to synthesize the given product. (1) Given the product [NH2:7][CH2:8][CH2:9][N:10]([CH2:16][C:17]1[CH:18]=[CH:19][CH:20]=[CH:21][CH:22]=1)[CH2:11][CH2:12][C:13](=[O:15])[CH3:14], predict the reactants needed to synthesize it. The reactants are: C(OC(=O)[NH:7][CH2:8][CH2:9][N:10]([CH2:16][C:17]1[CH:22]=[CH:21][CH:20]=[CH:19][CH:18]=1)[CH2:11][CH2:12][C:13](=[O:15])[CH3:14])(C)(C)C. (2) Given the product [C:22]1([C:29]2[CH:30]=[CH:31][CH:32]=[CH:33][CH:34]=2)[CH:27]=[CH:26][CH:25]=[C:24]([NH:28][C:2]2[CH:3]=[C:4]([CH:19]=[CH:20][CH:21]=2)[CH2:5][O:6][C:7]2[CH:12]=[CH:11][C:10]([CH2:13][CH2:14][C:15]([OH:17])=[O:16])=[CH:9][CH:8]=2)[CH:23]=1, predict the reactants needed to synthesize it. The reactants are: Br[C:2]1[CH:3]=[C:4]([CH:19]=[CH:20][CH:21]=1)[CH2:5][O:6][C:7]1[CH:12]=[CH:11][C:10]([CH2:13][CH2:14][C:15]([O:17]C)=[O:16])=[CH:9][CH:8]=1.[C:22]1([C:29]2[CH:34]=[CH:33][CH:32]=[CH:31][CH:30]=2)[CH:27]=[CH:26][CH:25]=[C:24]([NH2:28])[CH:23]=1. (3) Given the product [Cl:8][C:9]1[CH:10]=[C:11]([C:16]([NH:15][CH2:4][CH2:3][C:2]([F:7])([F:6])[F:1])=[O:17])[C:12](=[CH:18][CH:19]=1)[C:13]([OH:21])=[O:14], predict the reactants needed to synthesize it. The reactants are: [F:1][C:2]([F:7])([F:6])[CH2:3][CH2:4]I.[Cl:8][C:9]1[CH:10]=[C:11]2[C:16](=[O:17])[NH:15][C:13](=[O:14])[C:12]2=[CH:18][CH:19]=1.C(=O)([O-])[O-:21].[K+].[K+].Cl.